Task: Predict the reactants needed to synthesize the given product.. Dataset: Full USPTO retrosynthesis dataset with 1.9M reactions from patents (1976-2016) (1) The reactants are: [CH3:1][N:2]1[CH:6]=[C:5]([C:7]2[CH:8]=[CH:9][C:10]3[N:11]([C:13]([SH:16])=[N:14][N:15]=3)[N:12]=2)[CH:4]=[N:3]1.I[C:18]1[CH:26]=[CH:25][C:24]2[C:20](=[CH:21][N:22]([CH3:27])[N:23]=2)[CH:19]=1.N1C=CC=CC=1C(O)=O.C(=O)([O-])[O-].[Cs+].[Cs+]. Given the product [CH3:1][N:2]1[CH:6]=[C:5]([C:7]2[CH:8]=[CH:9][C:10]3[N:11]([C:13]([S:16][C:18]4[CH:26]=[CH:25][C:24]5[C:20](=[CH:21][N:22]([CH3:27])[N:23]=5)[CH:19]=4)=[N:14][N:15]=3)[N:12]=2)[CH:4]=[N:3]1, predict the reactants needed to synthesize it. (2) The reactants are: [CH3:1][S:2][C:3]1[N:8]=[C:7]([OH:9])[CH:6]=[C:5]([OH:10])[N:4]=1.[N+:11]([O-])([OH:13])=[O:12]. Given the product [CH3:1][S:2][C:3]1[N:8]=[C:7]([OH:9])[C:6]([N+:11]([O-:13])=[O:12])=[C:5]([OH:10])[N:4]=1, predict the reactants needed to synthesize it. (3) The reactants are: [NH2:1][C:2]1[C:7]([C:8]([C:10]2[CH:15]=[C:14]([F:16])[C:13]([F:17])=[CH:12][C:11]=2[O:18][CH3:19])=[O:9])=[CH:6][N:5]=[C:4](S(CC)(=O)=O)[N:3]=1.[CH3:25][S:26]([N:29]1[CH2:34][CH2:33][CH:32]([NH2:35])[CH2:31][CH2:30]1)(=[O:28])=[O:27]. Given the product [NH2:1][C:2]1[C:7]([C:8]([C:10]2[CH:15]=[C:14]([F:16])[C:13]([F:17])=[CH:12][C:11]=2[O:18][CH3:19])=[O:9])=[CH:6][N:5]=[C:4]([NH:35][CH:32]2[CH2:33][CH2:34][N:29]([S:26]([CH3:25])(=[O:28])=[O:27])[CH2:30][CH2:31]2)[N:3]=1, predict the reactants needed to synthesize it. (4) Given the product [Cl:22][C:23]1[CH:28]=[CH:27][C:26]([C:29]2([OH:35])[CH2:30][CH2:31][N:32]([CH2:2][CH2:3][CH:4]=[C:5]3[C:15]4[C:10](=[N:11][CH:12]=[CH:13][CH:14]=4)[O:9][C:8]4[CH:16]=[CH:17][CH:18]=[C:19]([O:20][CH3:21])[C:7]=4[CH2:6]3)[CH2:33][CH2:34]2)=[CH:25][CH:24]=1, predict the reactants needed to synthesize it. The reactants are: Br[CH2:2][CH2:3][CH:4]=[C:5]1[C:15]2[C:10](=[N:11][CH:12]=[CH:13][CH:14]=2)[O:9][C:8]2[CH:16]=[CH:17][CH:18]=[C:19]([O:20][CH3:21])[C:7]=2[CH2:6]1.[Cl:22][C:23]1[CH:28]=[CH:27][C:26]([C:29]2([OH:35])[CH2:34][CH2:33][NH:32][CH2:31][CH2:30]2)=[CH:25][CH:24]=1.C(=O)([O-])[O-].[K+].[K+].O. (5) Given the product [ClH:2].[Cl:15][C:11]1[CH:10]=[C:9]([C:7]2[N:6]=[C:5]3[CH2:16][CH2:17][CH2:18][C:4]3=[C:3]([NH:19][C:20]3[CH:21]=[CH:22][C:23]([C:24]([O:26][CH3:27])=[O:25])=[CH:28][CH:29]=3)[CH:8]=2)[CH:14]=[CH:13][CH:12]=1, predict the reactants needed to synthesize it. The reactants are: Cl.[Cl:2][C:3]1[CH:8]=[C:7]([C:9]2[CH:14]=[CH:13][CH:12]=[C:11]([Cl:15])[CH:10]=2)[N:6]=[C:5]2[CH2:16][CH2:17][CH2:18][C:4]=12.[NH2:19][C:20]1[CH:29]=[CH:28][C:23]([C:24]([O:26][CH3:27])=[O:25])=[CH:22][CH:21]=1. (6) Given the product [CH:29]([O:32][C:33]([N:35]1[CH2:36][CH2:37][CH:38]([CH2:41][O:42][C:43]2[CH:48]=[CH:47][C:46]([C:9]3[CH:10]=[CH:11][C:6]([CH2:5][C@H:4]([NH:20][C:21]([O:23][C:24]([CH3:27])([CH3:26])[CH3:25])=[O:22])[C:3]([O:2][CH3:1])=[O:28])=[CH:7][CH:8]=3)=[CH:45][CH:44]=2)[CH2:39][CH2:40]1)=[O:34])([CH3:31])[CH3:30], predict the reactants needed to synthesize it. The reactants are: [CH3:1][O:2][C:3](=[O:28])[C@@H:4]([NH:20][C:21]([O:23][C:24]([CH3:27])([CH3:26])[CH3:25])=[O:22])[CH2:5][C:6]1[CH:11]=[CH:10][C:9](OS(C(F)(F)F)(=O)=O)=[CH:8][CH:7]=1.[CH:29]([O:32][C:33]([N:35]1[CH2:40][CH2:39][CH:38]([CH2:41][O:42][C:43]2[CH:48]=[CH:47][C:46](B3OC(C)(C)C(C)(C)O3)=[CH:45][CH:44]=2)[CH2:37][CH2:36]1)=[O:34])([CH3:31])[CH3:30].C(N(CC)CC)C.CN(C=O)C.